This data is from Catalyst prediction with 721,799 reactions and 888 catalyst types from USPTO. The task is: Predict which catalyst facilitates the given reaction. The catalyst class is: 5. Reactant: [C:1]([C:6]1[C:7](=[O:18])[NH:8][C:9]2[C:14]([C:15]=1[OH:16])=[CH:13][C:12]([Cl:17])=[CH:11][CH:10]=2)(=[O:5])[CH:2]=[CH:3][CH3:4].[CH3:19][O-:20].[Na+]. Product: [Cl:17][C:12]1[CH:13]=[C:14]2[C:9](=[CH:10][CH:11]=1)[NH:8][C:7](=[O:18])[C:6]([C:1](=[O:5])[CH2:2][CH:3]([O:20][CH3:19])[CH3:4])=[C:15]2[OH:16].